This data is from Full USPTO retrosynthesis dataset with 1.9M reactions from patents (1976-2016). The task is: Predict the reactants needed to synthesize the given product. (1) The reactants are: [OH:1][CH2:2][CH2:3][CH2:4][C:5]1[O:9][N:8]=[C:7]([C:10]([O:12][CH2:13][CH3:14])=[O:11])[CH:6]=1.[CH2:15](Br)[C:16]1[CH:21]=[CH:20][CH:19]=[CH:18][CH:17]=1.[H-].[Na+].Cl. Given the product [CH2:15]([O:1][CH2:2][CH2:3][CH2:4][C:5]1[O:9][N:8]=[C:7]([C:10]([O:12][CH2:13][CH3:14])=[O:11])[CH:6]=1)[C:16]1[CH:21]=[CH:20][CH:19]=[CH:18][CH:17]=1, predict the reactants needed to synthesize it. (2) Given the product [C:20]([O:19][C:17]([N:7]1[CH2:8][C:9]2[C:14](=[CH:13][CH:12]=[CH:11][CH:10]=2)[C:6]1([CH2:5][C:4]([O:3][CH2:1][CH3:2])=[O:16])[CH3:15])=[O:18])([CH3:23])([CH3:22])[CH3:21], predict the reactants needed to synthesize it. The reactants are: [CH2:1]([O:3][C:4](=[O:16])[CH2:5][C:6]1([CH3:15])[C:14]2[C:9](=[CH:10][CH:11]=[CH:12][CH:13]=2)[CH2:8][NH:7]1)[CH3:2].[C:17](O[C:17]([O:19][C:20]([CH3:23])([CH3:22])[CH3:21])=[O:18])([O:19][C:20]([CH3:23])([CH3:22])[CH3:21])=[O:18]. (3) Given the product [Br:8][C:4]1[CH:3]=[C:2]([C:9]#[C:10][CH2:11][CH2:12][OH:13])[CH:7]=[CH:6][CH:5]=1, predict the reactants needed to synthesize it. The reactants are: I[C:2]1[CH:3]=[C:4]([Br:8])[CH:5]=[CH:6][CH:7]=1.[CH:9]#[C:10][CH2:11][CH2:12][OH:13].C(N(CC)CC)C.O. (4) Given the product [Cl:1][C:2]1[N:3]=[C:4]([N:11]2[CH2:16][CH2:15][O:14][CH2:13][CH2:12]2)[C:5]2[S:10][C:9]([CH:30]=[O:31])=[CH:8][C:6]=2[N:7]=1, predict the reactants needed to synthesize it. The reactants are: [Cl:1][C:2]1[N:3]=[C:4]([N:11]2[CH2:16][CH2:15][O:14][CH2:13][CH2:12]2)[C:5]2[S:10][CH:9]=[CH:8][C:6]=2[N:7]=1.[Li+].C[Si]([N-][Si](C)(C)C)(C)C.CN([CH:30]=[O:31])C. (5) Given the product [F:23][CH:22]([F:24])[O:21][CH:20]=[C:19]([C:25]1[CH:30]=[CH:29][C:28]([CH3:31])=[CH:27][CH:26]=1)[C:18]([NH:17][CH2:16][CH2:15][C:12]1[CH:13]=[CH:14][C:9]([OH:8])=[C:10]([O:33][CH3:34])[CH:11]=1)=[O:32], predict the reactants needed to synthesize it. The reactants are: C([O:8][C:9]1[CH:14]=[CH:13][C:12]([CH2:15][CH2:16][NH:17][C:18](=[O:32])[C:19]([C:25]2[CH:30]=[CH:29][C:28]([CH3:31])=[CH:27][CH:26]=2)=[CH:20][O:21][CH:22]([F:24])[F:23])=[CH:11][C:10]=1[O:33][CH3:34])C1C=CC=CC=1.Br. (6) The reactants are: [CH2:1]([O:3][C:4]([C:6]1[C:14]2[C:9](=[CH:10][CH:11]=[C:12]([OH:15])[CH:13]=2)[N:8]([C:16]2[CH:21]=[CH:20][C:19]([N:22]([CH3:24])[CH3:23])=[CH:18][CH:17]=2)[C:7]=1[CH2:25][C:26]([O:28][CH2:29][CH3:30])=[O:27])=[O:5])[CH3:2].[F:31][C:32]([F:44])([F:43])[O:33][C:34]1[CH:39]=[CH:38][C:37](B(O)O)=[CH:36][CH:35]=1. Given the product [CH2:1]([O:3][C:4]([C:6]1[C:14]2[C:9](=[CH:10][CH:11]=[C:12]([O:15][C:37]3[CH:36]=[CH:35][C:34]([O:33][C:32]([F:31])([F:43])[F:44])=[CH:39][CH:38]=3)[CH:13]=2)[N:8]([C:16]2[CH:21]=[CH:20][C:19]([N:22]([CH3:24])[CH3:23])=[CH:18][CH:17]=2)[C:7]=1[CH2:25][C:26]([O:28][CH2:29][CH3:30])=[O:27])=[O:5])[CH3:2], predict the reactants needed to synthesize it. (7) Given the product [OH:21][C:18]1[CH:19]=[CH:20][C:15]([S:12]([NH:11][C:8]2[CH:9]=[CH:10][C:5]3[CH2:4][O:3][B:2]([OH:1])[C:6]=3[CH:7]=2)(=[O:13])=[O:14])=[C:16]([CH3:23])[CH:17]=1, predict the reactants needed to synthesize it. The reactants are: [OH:1][B:2]1[C:6]2[CH:7]=[C:8]([NH:11][S:12]([C:15]3[CH:20]=[CH:19][C:18]([O:21]C)=[CH:17][C:16]=3[CH3:23])(=[O:14])=[O:13])[CH:9]=[CH:10][C:5]=2[CH2:4][O:3]1.B(Br)(Br)Br.O. (8) Given the product [NH2:1][C@@H:2]1[CH2:7][CH2:6][CH2:5][CH2:4][C@H:3]1[CH2:8][NH:9][C:10]1[C:15]([F:16])=[CH:14][N:13]=[C:12]([C:17]2[C:25]3[C:20](=[N:21][CH:22]=[C:23]([Cl:26])[CH:24]=3)[NH:19][CH:18]=2)[N:11]=1, predict the reactants needed to synthesize it. The reactants are: [NH2:1][C@@H:2]1[CH2:7][CH2:6][CH2:5][CH2:4][C@H:3]1[CH2:8][NH:9][C:10]1[C:15]([F:16])=[CH:14][N:13]=[C:12]([C:17]2[C:25]3[C:20](=[N:21][CH:22]=[C:23]([Cl:26])[CH:24]=3)[N:19](S(C3C=CC(C)=CC=3)(=O)=O)[CH:18]=2)[N:11]=1.[Li+].[OH-]. (9) The reactants are: [C:1]([C:6]1([CH:19]2[CH2:24][CH2:23][CH2:22][CH2:21][CH2:20]2)[CH2:11][CH2:10][N:9](C(OC(C)(C)C)=O)[CH2:8][CH2:7]1)(=[O:5])[CH2:2][CH2:3][CH3:4].FC(F)(F)C(O)=O.[OH-].[Na+]. Given the product [CH:19]1([C:6]2([C:1](=[O:5])[CH2:2][CH2:3][CH3:4])[CH2:7][CH2:8][NH:9][CH2:10][CH2:11]2)[CH2:20][CH2:21][CH2:22][CH2:23][CH2:24]1, predict the reactants needed to synthesize it. (10) Given the product [C:37]1(=[CH:25][NH:24][CH:20]2[CH2:19][CH2:18][C:17]([CH3:29])([CH3:30])[C:16]3[CH:15]=[C:14]([C:13]#[C:12][C:9]4[CH:10]=[CH:11][C:6]([CH2:5][C:4]([OH:3])=[O:32])=[C:7]([F:31])[CH:8]=4)[CH:23]=[CH:22][C:21]2=3)[CH2:38][CH2:39]1, predict the reactants needed to synthesize it. The reactants are: C([O:3][C:4](=[O:32])[CH2:5][C:6]1[CH:11]=[CH:10][C:9]([C:12]#[C:13][C:14]2[CH:23]=[CH:22][C:21]3[CH:20]([N:24](C4CC4)[CH3:25])[CH2:19][CH2:18][C:17]([CH3:30])([CH3:29])[C:16]=3[CH:15]=2)=[CH:8][C:7]=1[F:31])C.CO.O1[CH2:39][CH2:38][CH2:37]C1.O.[OH-].[Li+].